From a dataset of Forward reaction prediction with 1.9M reactions from USPTO patents (1976-2016). Predict the product of the given reaction. The product is: [C:1]([O:5][C:6]([N:8]1[CH2:9][CH2:10][CH:11]([C:14]2[O:15][C:18]([C:20]3[C:21]([NH2:27])=[N:22][CH:23]=[C:24]([Br:26])[CH:25]=3)=[N:17][N:16]=2)[CH2:12][CH2:13]1)=[O:7])([CH3:2])([CH3:3])[CH3:4]. Given the reactants [C:1]([O:5][C:6]([N:8]1[CH2:13][CH2:12][CH:11]([C:14]([NH:16][NH:17][C:18]([C:20]2[C:21]([NH2:27])=[N:22][CH:23]=[C:24]([Br:26])[CH:25]=2)=O)=[O:15])[CH2:10][CH2:9]1)=[O:7])([CH3:4])([CH3:3])[CH3:2].C1CCN2C(=NCCC2)CC1.C1C=CC(P(C2C=CC=CC=2)C2C=CC=CC=2)=CC=1.C(Cl)(Cl)(Cl)Cl, predict the reaction product.